Dataset: Full USPTO retrosynthesis dataset with 1.9M reactions from patents (1976-2016). Task: Predict the reactants needed to synthesize the given product. Given the product [CH3:1][O:2][C:3]1[CH:11]=[C:10]2[C:6]([C:7]([CH2:18][C:19]3[N:24]=[C:23]([C:25]4[NH:26][C:29](=[O:30])[O:28][N:27]=4)[CH:22]=[CH:21][CH:20]=3)=[C:8]([C:12]3[CH:13]=[CH:14][CH:15]=[CH:16][CH:17]=3)[NH:9]2)=[CH:5][CH:4]=1, predict the reactants needed to synthesize it. The reactants are: [CH3:1][O:2][C:3]1[CH:11]=[C:10]2[C:6]([C:7]([CH2:18][C:19]3[N:24]=[C:23]([C:25](=[N:27][OH:28])[NH2:26])[CH:22]=[CH:21][CH:20]=3)=[C:8]([C:12]3[CH:17]=[CH:16][CH:15]=[CH:14][CH:13]=3)[NH:9]2)=[CH:5][CH:4]=1.[C:29](N1C=CN=C1)(N1C=CN=C1)=[O:30].C1CCN2C(=NCCC2)CC1.Cl.